The task is: Predict the reaction yield, written as a fraction of the theoretical maximum amount of product (1.0 means a 100% yield; for example, 0.34 means a 34% yield).. This data is from Reaction yield outcomes from USPTO patents with 853,638 reactions. (1) The reactants are [CH3:1][CH2:2][CH:3]([OH:6])[C:4]#[N:5].[NH2:7]O.[Cl:9][C:10]1[CH:11]=[C:12]([CH:16]=[CH:17][CH:18]=1)[C:13](Cl)=[O:14].C([O-])(O)=O.[Na+]. The catalyst is N1C=CC=CC=1. The product is [Cl:9][C:10]1[CH:11]=[C:12]([C:13]2[O:14][N:7]=[C:4]([CH:3]([OH:6])[CH2:2][CH3:1])[N:5]=2)[CH:16]=[CH:17][CH:18]=1. The yield is 0.440. (2) The reactants are [C:1](Cl)(Cl)=[S:2].[Cl:5][C:6]1[CH:11]=[CH:10][C:9]([S:12]([C:15]2[CH:21]=[CH:20][C:18]([NH2:19])=[CH:17][CH:16]=2)(=[O:14])=[O:13])=[CH:8][C:7]=1[C:22]([F:25])([F:24])[F:23].C(=O)(O)[O-].[Na+]. The catalyst is ClCCl.O. The product is [Cl:5][C:6]1[CH:11]=[CH:10][C:9]([S:12]([C:15]2[CH:16]=[CH:17][C:18]([N:19]=[C:1]=[S:2])=[CH:20][CH:21]=2)(=[O:13])=[O:14])=[CH:8][C:7]=1[C:22]([F:25])([F:23])[F:24]. The yield is 0.530. (3) The reactants are [O:1]=[C:2]1[CH2:7][CH2:6][CH2:5][N:4]([C:8]([O:10][C:11]([CH3:14])([CH3:13])[CH3:12])=[O:9])[CH2:3]1.C[Si](C)(C)[C:17]([F:20])([F:19])[F:18].[F-].C([N+](CCCC)(CCCC)CCCC)CCC.[Cl-].[NH4+]. The catalyst is C1COCC1. The product is [F:18][C:17]([F:20])([F:19])[C:2]1([OH:1])[CH2:7][CH2:6][CH2:5][N:4]([C:8]([O:10][C:11]([CH3:14])([CH3:13])[CH3:12])=[O:9])[CH2:3]1. The yield is 0.530. (4) The reactants are Cl[CH2:2][CH2:3][CH2:4][CH2:5][O:6][C:7]1[CH:16]=[C:15]2[C:10]([C:11]([O:17][C:18]3[CH:23]=[CH:22][C:21]([CH3:24])=[CH:20][C:19]=3[C:25]([C:27]3[CH:32]=[CH:31][CH:30]=[CH:29][CH:28]=3)=[O:26])=[CH:12][CH:13]=[N:14]2)=[CH:9][C:8]=1[O:33][CH3:34].[NH:35]1[CH2:40][CH2:39][CH:38]([CH2:41]CO)[CH2:37][CH2:36]1.C(=O)([O-])[O-:45].[K+].[K+].O. The catalyst is CN(C)C=O. The product is [OH:45][CH2:41][CH:38]1[CH2:37][CH2:36][N:35]([CH2:2][CH2:3][CH2:4][CH2:5][O:6][C:7]2[CH:16]=[C:15]3[C:10]([C:11]([O:17][C:18]4[CH:23]=[CH:22][C:21]([CH3:24])=[CH:20][C:19]=4[C:25]([C:27]4[CH:32]=[CH:31][CH:30]=[CH:29][CH:28]=4)=[O:26])=[CH:12][CH:13]=[N:14]3)=[CH:9][C:8]=2[O:33][CH3:34])[CH2:40][CH2:39]1. The yield is 0.410. (5) No catalyst specified. The yield is 0.750. The product is [ClH:17].[CH3:1][O:2][C:3]1[CH:13]=[CH:12][C:6]2[N:7]=[C:8]([C:10](=[NH:18])[NH2:11])[S:9][C:5]=2[CH:4]=1. The reactants are [CH3:1][O:2][C:3]1[CH:13]=[CH:12][C:6]2[N:7]=[C:8]([C:10]#[N:11])[S:9][C:5]=2[CH:4]=1.C[O-].[Na+].[Cl-:17].[NH4+:18]. (6) The reactants are [OH:1][C:2]1[C:3]([C:18](=[N:20][NH:21][C:22]([C:24]2[CH:33]=[CH:32][C:27]([C:28]([O:30]C)=[O:29])=[CH:26][CH:25]=2)=[O:23])[CH3:19])=[N:4][N:5]([CH3:17])[C:6]=1[C:7]1[CH:12]=[CH:11][C:10]([CH2:13][CH:14]([CH3:16])[CH3:15])=[CH:9][CH:8]=1.CO.[OH-].[Na+].Cl. The catalyst is O. The product is [OH:1][C:2]1[C:3]([C:18](=[N:20][NH:21][C:22]([C:24]2[CH:25]=[CH:26][C:27]([C:28]([OH:30])=[O:29])=[CH:32][CH:33]=2)=[O:23])[CH3:19])=[N:4][N:5]([CH3:17])[C:6]=1[C:7]1[CH:8]=[CH:9][C:10]([CH2:13][CH:14]([CH3:15])[CH3:16])=[CH:11][CH:12]=1. The yield is 0.460. (7) The reactants are [CH3:1][S:2](Cl)(=[O:4])=[O:3].CCN(CC)CC.[CH:13]([N:26]1[C:34]2[C:29](=[CH:30][C:31]([Cl:35])=[CH:32][CH:33]=2)[C:28]([CH2:36][CH2:37][S:38]([C:41]2[CH:46]=[CH:45][C:44]([C:47]3[CH:48]=[C:49]([CH:54]=[CH:55][CH:56]=3)[C:50]([O:52][CH3:53])=[O:51])=[CH:43][CH:42]=2)(=[O:40])=[O:39])=[C:27]1[CH2:57][CH2:58][OH:59])([C:20]1[CH:25]=[CH:24][CH:23]=[CH:22][CH:21]=1)[C:14]1[CH:19]=[CH:18][CH:17]=[CH:16][CH:15]=1.O. The catalyst is C(Cl)Cl. The product is [CH:13]([N:26]1[C:34]2[C:29](=[CH:30][C:31]([Cl:35])=[CH:32][CH:33]=2)[C:28]([CH2:36][CH2:37][S:38]([C:41]2[CH:46]=[CH:45][C:44]([C:47]3[CH:48]=[C:49]([CH:54]=[CH:55][CH:56]=3)[C:50]([O:52][CH3:53])=[O:51])=[CH:43][CH:42]=2)(=[O:40])=[O:39])=[C:27]1[CH2:57][CH2:58][O:59][S:2]([CH3:1])(=[O:4])=[O:3])([C:14]1[CH:15]=[CH:16][CH:17]=[CH:18][CH:19]=1)[C:20]1[CH:25]=[CH:24][CH:23]=[CH:22][CH:21]=1. The yield is 0.990. (8) The reactants are Cl[C:2]1[N:7]=[C:6]([Cl:8])[C:5]([C:9]([F:12])([F:11])[F:10])=[CH:4][N:3]=1.N#N.[NH2:15][C:16]1[CH:21]=[CH:20][C:19]([CH:22]2[CH2:27][CH2:26][N:25]([C:28]([O:30][C:31]([CH3:34])([CH3:33])[CH3:32])=[O:29])[CH2:24][CH2:23]2)=[CH:18][CH:17]=1.CCN(CC)CC. The catalyst is CO.O.[Cl-].[Zn+2].[Cl-].ClCCCl.CC(O)(C)C. The product is [Cl:8][C:6]1[C:5]([C:9]([F:12])([F:11])[F:10])=[CH:4][N:3]=[C:2]([NH:15][C:16]2[CH:21]=[CH:20][C:19]([CH:22]3[CH2:23][CH2:24][N:25]([C:28]([O:30][C:31]([CH3:34])([CH3:33])[CH3:32])=[O:29])[CH2:26][CH2:27]3)=[CH:18][CH:17]=2)[N:7]=1. The yield is 0.880.